Dataset: Reaction yield outcomes from USPTO patents with 853,638 reactions. Task: Predict the reaction yield, written as a fraction of the theoretical maximum amount of product (1.0 means a 100% yield; for example, 0.34 means a 34% yield). (1) The reactants are [C:1]([NH:4][C@@H:5]1[CH2:10][C@H:9]([NH:11][C:12]([CH3:15])([CH3:14])[CH3:13])[CH2:8][CH2:7][C@@H:6]1[N:16]1[CH2:20][CH2:19][C@H:18]([NH:21]C(=O)OCC2C=CC=CC=2)[C:17]1=[O:32])(=[O:3])[CH3:2]. The catalyst is CO.[Pd]. The product is [NH2:21][C@H:18]1[CH2:19][CH2:20][N:16]([C@H:6]2[CH2:7][CH2:8][C@@H:9]([NH:11][C:12]([CH3:15])([CH3:13])[CH3:14])[CH2:10][C@H:5]2[NH:4][C:1](=[O:3])[CH3:2])[C:17]1=[O:32]. The yield is 0.980. (2) The reactants are C[O:2][C:3]1[CH:4]=[C:5]([C:11]2[CH:12]=[CH:13][C:14]3[C:18]([C:19]4[CH:20]=[N:21][CH:22]=[CH:23][CH:24]=4)=[CH:17][S:16][C:15]=3[CH:25]=2)[CH:6]=[CH:7][C:8]=1[O:9]C.[OH-].[Na+].C(=O)(O)[O-].[Na+]. The catalyst is Br. The product is [N:21]1[CH:22]=[CH:23][CH:24]=[C:19]([C:18]2[C:14]3[CH:13]=[CH:12][C:11]([C:5]4[CH:4]=[C:3]([OH:2])[C:8]([OH:9])=[CH:7][CH:6]=4)=[CH:25][C:15]=3[S:16][CH:17]=2)[CH:20]=1. The yield is 0.960. (3) The reactants are Br[C:2]1[CH:7]=[C:6]([CH3:8])[CH:5]=[CH:4][N:3]=1.[NH:9]1[CH2:14][CH2:13][CH:12]([C:15]([O:17][CH2:18][CH3:19])=[O:16])[CH2:11][CH2:10]1.CCN(C(C)C)C(C)C. The catalyst is COCCCOCCCO. The product is [CH3:8][C:6]1[CH:5]=[CH:4][N:3]=[C:2]([N:9]2[CH2:14][CH2:13][CH:12]([C:15]([O:17][CH2:18][CH3:19])=[O:16])[CH2:11][CH2:10]2)[CH:7]=1. The yield is 0.560. (4) The reactants are [N:1]12[CH2:8][CH2:7][C:4]([C:9]([C:17]3[CH:22]=[CH:21][CH:20]=[CH:19][CH:18]=3)([C:11]3[CH:16]=[CH:15][CH:14]=[CH:13][CH:12]=3)[OH:10])([CH2:5][CH2:6]1)[CH2:3][CH2:2]2.[Br:23][CH2:24][CH2:25][O:26][C:27]([C:30]1[CH:35]=[CH:34][CH:33]=[CH:32][CH:31]=1)([CH3:29])[CH3:28]. The catalyst is CC#N.C(Cl)(Cl)Cl. The product is [Br-:23].[OH:10][C:9]([C:17]1[CH:22]=[CH:21][CH:20]=[CH:19][CH:18]=1)([C:11]1[CH:12]=[CH:13][CH:14]=[CH:15][CH:16]=1)[C:4]12[CH2:5][CH2:6][N+:1]([CH2:24][CH2:25][O:26][C:27]([CH3:29])([C:30]3[CH:35]=[CH:34][CH:33]=[CH:32][CH:31]=3)[CH3:28])([CH2:2][CH2:3]1)[CH2:8][CH2:7]2. The yield is 0.240. (5) The reactants are Br[C:2]1[CH:14]=[CH:13][C:12]2[C:11]3[C:6](=[CH:7][C:8](C4C=CC5C(=CC=CC=5)C=4)=[CH:9][CH:10]=3)[C:5]([CH3:26])([CH3:25])[C:4]=2[CH:3]=1.[CH2:27]([Li])[CH2:28][CH2:29][CH3:30].[B:32](OC(C)C)([O:37]C(C)C)[O:33]C(C)C.Cl.[CH3:46][CH2:47][CH2:48][CH2:49][CH2:50][CH3:51]. The catalyst is ClCCl.C1COCC1. The product is [CH3:26][C:5]1([CH3:25])[C:6]2[CH:7]=[C:8]([B:32]([OH:37])[OH:33])[CH:9]=[CH:10][C:11]=2[C:12]2[C:4]1=[CH:3][C:2]([C:48]1[CH:47]=[CH:46][C:30]3[C:50](=[CH:51][CH:27]=[CH:28][CH:29]=3)[CH:49]=1)=[CH:14][CH:13]=2. The yield is 0.640. (6) The reactants are [N+:1]([C:4]1[CH:5]=[C:6]([C:22]([C:24]2[CH:39]=[CH:38][CH:37]=[CH:36][C:25]=2[C:26]([O:28][CH2:29]C2C=CC=CC=2)=[O:27])=[O:23])[CH:7]=[CH:8][C:9]=1[NH:10][CH2:11][C:12](=[O:21])OCC1C=CC=CC=1)([O-])=O.C[Si](C=[N+]=[N-])(C)C.CCCCCC. The catalyst is O1CCCC1.C(OCC)(=O)C.C1(CO)C=CC=CC=1. The product is [O:21]=[C:12]1[NH:1][C:4]2[C:9](=[CH:8][CH:7]=[C:6]([C:22]([C:24]3[CH:39]=[CH:38][CH:37]=[CH:36][C:25]=3[C:26]([O:28][CH3:29])=[O:27])=[O:23])[CH:5]=2)[NH:10][CH2:11]1. The yield is 0.670. (7) The reactants are [CH3:1][C:2]1[CH:9]=[CH:8][C:5]([CH:6]=O)=[CH:4][C:3]=1[N+:10]([O-:12])=[O:11].[NH2:13][C:14]1[CH:29]=[CH:28][CH:27]=[CH:26][C:15]=1[C:16]([NH:18][C:19]1[CH:24]=[CH:23][C:22]([Cl:25])=[CH:21][CH:20]=1)=[O:17]. The catalyst is CCO. The product is [Cl:25][C:22]1[CH:23]=[CH:24][C:19]([N:18]2[C:16](=[O:17])[C:15]3[C:14](=[CH:29][CH:28]=[CH:27][CH:26]=3)[N:13]=[C:6]2[C:5]2[CH:8]=[CH:9][C:2]([CH3:1])=[C:3]([N+:10]([O-:12])=[O:11])[CH:4]=2)=[CH:20][CH:21]=1. The yield is 0.630. (8) The reactants are [F:1][C:2]1[CH:7]=[CH:6][C:5]([C@H:8]([CH2:12][C:13]([N:15]2[CH2:20][CH2:19][O:18][CH2:17][CH2:16]2)=[O:14])[C:9]([OH:11])=O)=[CH:4][CH:3]=1.[NH2:21][C@@H:22]([CH:25]([CH3:27])[CH3:26])[CH2:23][OH:24].CN(C(ON1N=NC2C=CC=NC1=2)=[N+](C)C)C.F[P-](F)(F)(F)(F)F.C(N(C(C)C)CC)(C)C. The catalyst is C(Cl)Cl.CCCCCC.CCOC(C)=O. The product is [F:1][C:2]1[CH:3]=[CH:4][C:5]([C@H:8]([CH2:12][C:13]([N:15]2[CH2:20][CH2:19][O:18][CH2:17][CH2:16]2)=[O:14])[C:9]([NH:21][C@H:22]([CH2:23][OH:24])[CH:25]([CH3:27])[CH3:26])=[O:11])=[CH:6][CH:7]=1. The yield is 0.410. (9) The reactants are Cl[C:2]1[C:7]([N+]([O-])=O)=[CH:6][CH:5]=[C:4]([Cl:11])[N:3]=1.[CH2:12](N(CC)CC)C.[CH2:19]([NH2:24])[C:20]([CH3:23])([CH3:22])[CH3:21].C(OCC)(=O)C. The catalyst is C(OC)(C)(C)C.CCCCCC. The product is [Cl:11][C:4]1[N:3]=[C:2]([NH:24][CH2:19][C:20]([CH3:23])([CH3:22])[CH3:21])[C:7]([CH3:12])=[CH:6][CH:5]=1. The yield is 0.860. (10) The reactants are Br[C:2]1[N:3]=[C:4]2[C:10]3[CH:11]=[CH:12][CH:13]=[CH:14][C:9]=3[NH:8][C:7]3[N:15]=[CH:16][CH:17]=[CH:18][C:6]=3[N:5]2[C:19]=1[C:20]1[CH:25]=[CH:24][C:23]([C:26]2([NH:30][C:31](=[O:37])[O:32][C:33]([CH3:36])([CH3:35])[CH3:34])[CH2:29][CH2:28][CH2:27]2)=[CH:22][CH:21]=1.C([Sn](CCCC)(CCCC)[C:43]1[S:44][C:45]2[CH:51]=[CH:50][CH:49]=[CH:48][C:46]=2[N:47]=1)CCC.[F-].[Cs+]. The catalyst is O1CCOCC1.O.[Pd].C(P(C(C)(C)C)C(C)(C)C)(C)(C)C.C(P(C(C)(C)C)C(C)(C)C)(C)(C)C. The product is [S:44]1[C:45]2[CH:51]=[CH:50][CH:49]=[CH:48][C:46]=2[N:47]=[C:43]1[C:2]1[N:3]=[C:4]2[C:10]3[CH:11]=[CH:12][CH:13]=[CH:14][C:9]=3[NH:8][C:7]3[N:15]=[CH:16][CH:17]=[CH:18][C:6]=3[N:5]2[C:19]=1[C:20]1[CH:25]=[CH:24][C:23]([C:26]2([NH:30][C:31](=[O:37])[O:32][C:33]([CH3:36])([CH3:34])[CH3:35])[CH2:29][CH2:28][CH2:27]2)=[CH:22][CH:21]=1. The yield is 0.452.